Task: Predict the reactants needed to synthesize the given product.. Dataset: Full USPTO retrosynthesis dataset with 1.9M reactions from patents (1976-2016) Given the product [Cl:1][C:2]1[S:6][C:5]([C:7]([NH:9][CH2:10][C:11]2[N:12]=[CH:13][N:14]([C:16]3[CH:21]=[CH:20][C:19]([N:23]4[CH:30]=[CH:29][C:27](=[O:28])[NH:26][C:24]4=[O:25])=[CH:18][CH:17]=3)[CH:15]=2)=[O:8])=[CH:4][CH:3]=1, predict the reactants needed to synthesize it. The reactants are: [Cl:1][C:2]1[S:6][C:5]([C:7]([NH:9][CH2:10][C:11]2[N:12]=[CH:13][N:14]([C:16]3[CH:21]=[CH:20][C:19](I)=[CH:18][CH:17]=3)[CH:15]=2)=[O:8])=[CH:4][CH:3]=1.[NH:23]1[CH:30]=[CH:29][C:27](=[O:28])[NH:26][C:24]1=[O:25].OC1C=CC=C2C=1N=CC=C2.C([O-])([O-])=O.[K+].[K+].